Dataset: Reaction yield outcomes from USPTO patents with 853,638 reactions. Task: Predict the reaction yield, written as a fraction of the theoretical maximum amount of product (1.0 means a 100% yield; for example, 0.34 means a 34% yield). No catalyst specified. The reactants are [CH3:1][C:2]1[CH:3]=[CH:4][C:5]2[NH:6][C:7]3[C:12]([C:13]=2[CH:14]=1)=[CH:11][C:10]([CH3:15])=[CH:9][CH:8]=3.[CH2:16]([CH:18]1[O:20][CH2:19]1)Cl. The product is [CH3:1][C:2]1[CH:3]=[CH:4][C:5]2[N:6]([CH2:16][CH:18]3[CH2:19][O:20]3)[C:7]3[C:12]([C:13]=2[CH:14]=1)=[CH:11][C:10]([CH3:15])=[CH:9][CH:8]=3. The yield is 0.690.